This data is from Peptide-MHC class II binding affinity with 134,281 pairs from IEDB. The task is: Regression. Given a peptide amino acid sequence and an MHC pseudo amino acid sequence, predict their binding affinity value. This is MHC class II binding data. (1) The peptide sequence is AEDVIPEGWKADTSY. The MHC is DRB1_0301 with pseudo-sequence DRB1_0301. The binding affinity (normalized) is 0.175. (2) The peptide sequence is FNGGESKLKAEATTD. The MHC is DRB1_1101 with pseudo-sequence DRB1_1101. The binding affinity (normalized) is 0.258. (3) The MHC is DRB5_0101 with pseudo-sequence DRB5_0101. The binding affinity (normalized) is 0.102. The peptide sequence is EGGVWTFDSEEPLQGPFNFR. (4) The peptide sequence is CMTVQGGETMNNVVQ. The MHC is DRB1_0101 with pseudo-sequence DRB1_0101. The binding affinity (normalized) is 0.396. (5) The MHC is DRB1_0401 with pseudo-sequence DRB1_0401. The peptide sequence is ALLVVAVGLRVV. The binding affinity (normalized) is 0.0372. (6) The peptide sequence is IKLVKSSRPDCSEIP. The MHC is DRB1_0101 with pseudo-sequence DRB1_0101. The binding affinity (normalized) is 0.273. (7) The peptide sequence is GVTLVRKNRWLLLNV. The MHC is DRB1_0801 with pseudo-sequence DRB1_0801. The binding affinity (normalized) is 0.579. (8) The MHC is HLA-DQA10501-DQB10301 with pseudo-sequence HLA-DQA10501-DQB10301. The binding affinity (normalized) is 0.699. The peptide sequence is DVKFPGGGQRVGGVY. (9) The peptide sequence is LSPILFECLIHPMLG. The MHC is DRB5_0101 with pseudo-sequence DRB5_0101. The binding affinity (normalized) is 0.341.